Dataset: Full USPTO retrosynthesis dataset with 1.9M reactions from patents (1976-2016). Task: Predict the reactants needed to synthesize the given product. (1) Given the product [CH:1]1([N:5]2[CH2:10][CH2:9][CH:8]([O:11][CH:12]3[CH2:17][CH2:16][NH:15][CH2:14][CH2:13]3)[CH2:7][CH2:6]2)[CH2:4][CH2:3][CH2:2]1, predict the reactants needed to synthesize it. The reactants are: [CH:1]1([N:5]2[CH2:10][CH2:9][CH:8]([O:11][CH:12]3[CH2:17][CH2:16][N:15](C(OC(C)(C)C)=O)[CH2:14][CH2:13]3)[CH2:7][CH2:6]2)[CH2:4][CH2:3][CH2:2]1.Cl. (2) The reactants are: [CH3:1][O:2][C:3]1[CH:4]=[C:5](B(O)O)[CH:6]=[CH:7][CH:8]=1.Br[C:13]1[CH:14]=[C:15]([C:33]([OH:42])([C:38]([F:41])([F:40])[F:39])[C:34]([F:37])([F:36])[F:35])[CH:16]=[CH:17][C:18]=1[N:19]1[CH2:24][CH2:23][N:22]([S:25]([C:28]2[S:29][CH:30]=[CH:31][CH:32]=2)(=[O:27])=[O:26])[CH2:21][CH2:20]1. Given the product [F:41][C:38]([F:39])([F:40])[C:33]([C:15]1[CH:16]=[C:17]([C:5]2[CH:6]=[CH:7][CH:8]=[C:3]([O:2][CH3:1])[CH:4]=2)[C:18]([N:19]2[CH2:24][CH2:23][N:22]([S:25]([C:28]3[S:29][CH:30]=[CH:31][CH:32]=3)(=[O:26])=[O:27])[CH2:21][CH2:20]2)=[CH:13][CH:14]=1)([OH:42])[C:34]([F:37])([F:36])[F:35], predict the reactants needed to synthesize it. (3) Given the product [CH2:1]([N:4]1[CH2:9][CH2:8][CH:7]([O:10][C:11]2[CH:25]=[CH:24][C:14]3[NH:15][C:16](=[O:23])[C:17]4[CH2:18][CH2:19][CH2:20][NH:21][C:22]=4[C:13]=3[CH:12]=2)[CH2:6][CH2:5]1)[CH2:2][CH3:3], predict the reactants needed to synthesize it. The reactants are: [CH2:1]([N:4]1[CH2:9][CH2:8][CH:7]([O:10][C:11]2[CH:25]=[CH:24][C:14]3[NH:15][C:16](=[O:23])[C:17]4[CH:18]=[CH:19][CH:20]=[N:21][C:22]=4[C:13]=3[CH:12]=2)[CH2:6][CH2:5]1)[CH2:2][CH3:3]. (4) Given the product [O:1]=[C:2]([NH:17][C@H:18]1[CH2:22][CH2:21][N:20]([CH:23]2[CH2:24][CH2:25][O:26][CH2:27][CH2:28]2)[CH2:19]1)[CH2:3][NH:4][C:5](=[O:16])[C:6]1[CH:11]=[CH:10][CH:9]=[C:8]([C:12]([F:15])([F:14])[F:13])[CH:7]=1, predict the reactants needed to synthesize it. The reactants are: [O:1]=[C:2]([NH:17][C@@H:18]1[CH2:22][CH2:21][N:20]([CH:23]2[CH2:28][CH2:27][O:26][CH2:25][CH2:24]2)[CH2:19]1)[CH2:3][NH:4][C:5](=[O:16])[C:6]1[CH:11]=[CH:10][CH:9]=[C:8]([C:12]([F:15])([F:14])[F:13])[CH:7]=1.O=C(N[C@@H]1CCNC1)CNC(=O)C1C=CC=C(C(F)(F)F)C=1. (5) The reactants are: O.O.O.O.O.O.O.O.O.[N+:10]([O-:13])([O-:12])=[O:11].[Al+3:14].[N+:15]([O-:18])([O-:17])=[O:16].[N+:19]([O-:22])([O-:21])=[O:20]. Given the product [N+:10]([O-:13])([O-:12])=[O:11].[Al+3:14].[N+:15]([O-:18])([O-:17])=[O:16].[N+:19]([O-:22])([O-:21])=[O:20], predict the reactants needed to synthesize it. (6) The reactants are: C([O:4][C:5]1[N:6]=[C:7]([Cl:15])[C:8]2[C:13]([CH:14]=1)=[CH:12][CH:11]=[CH:10][CH:9]=2)C=C.CCO[C:19]([CH3:21])=O.O.[CH3:23]OCCOCCOC. Given the product [CH2:23]([C:14]1[C:13]2[C:8](=[CH:9][CH:10]=[CH:11][CH:12]=2)[C:7]([Cl:15])=[N:6][C:5]=1[OH:4])[CH:19]=[CH2:21], predict the reactants needed to synthesize it.